From a dataset of Reaction yield outcomes from USPTO patents with 853,638 reactions. Predict the reaction yield, written as a fraction of the theoretical maximum amount of product (1.0 means a 100% yield; for example, 0.34 means a 34% yield). (1) The reactants are [O:1]1[C:5]2[CH:6]=[CH:7][C:8]([C:10]3([C:13]([NH:15][C:16]4[CH:17]=[C:18]5[C:22](=[CH:23][CH:24]=4)[N:21]([CH2:25][CH2:26]Cl)[CH:20]([C:28]([CH3:31])([CH3:30])[CH3:29])[CH2:19]5)=[O:14])[CH2:12][CH2:11]3)=[CH:9][C:4]=2[O:3][CH2:2]1.[C-:32]#[N:33].[Na+]. The catalyst is C(O)C.O. The product is [O:1]1[C:5]2[CH:6]=[CH:7][C:8]([C:10]3([C:13]([NH:15][C:16]4[CH:17]=[C:18]5[C:22](=[CH:23][CH:24]=4)[N:21]([CH2:25][CH2:26][C:32]#[N:33])[CH:20]([C:28]([CH3:31])([CH3:30])[CH3:29])[CH2:19]5)=[O:14])[CH2:12][CH2:11]3)=[CH:9][C:4]=2[O:3][CH2:2]1. The yield is 0.770. (2) The reactants are S(Cl)(Cl)=O.[Br:5][CH2:6][C@@:7]([OH:12])([CH3:11])[C:8](O)=[O:9].[N+:13]([C:16]1[CH:22]=[CH:21][C:19]([NH2:20])=[CH:18][C:17]=1[C:23]([F:26])([F:25])[F:24])([O-:15])=[O:14]. The catalyst is CC(N(C)C)=O. The product is [N+:13]([C:16]1[CH:22]=[CH:21][C:19]([NH:20][C:8](=[O:9])[C@:7]([OH:12])([CH3:11])[CH2:6][Br:5])=[CH:18][C:17]=1[C:23]([F:24])([F:25])[F:26])([O-:15])=[O:14]. The yield is 0.800. (3) The catalyst is CN1C(=O)CCC1. The product is [CH:1]1([NH:4][C:5](=[O:6])[NH:7][C:8]2[CH:13]=[CH:12][C:11]([O:14][C:15]3[CH:20]=[CH:19][N:18]=[C:17]4[CH:21]=[C:22]([C:24]5[N:25]=[CH:26][C:27]([CH2:30][N:43]6[CH2:42][CH2:41][N:40]([C:33]([O:35][C:36]([CH3:39])([CH3:38])[CH3:37])=[O:34])[CH2:45][CH2:44]6)=[CH:28][CH:29]=5)[S:23][C:16]=34)=[C:10]([F:32])[CH:9]=2)[CH2:2][CH2:3]1. The reactants are [CH:1]1([NH:4][C:5]([NH:7][C:8]2[CH:13]=[CH:12][C:11]([O:14][C:15]3[CH:20]=[CH:19][N:18]=[C:17]4[CH:21]=[C:22]([C:24]5[CH:29]=[CH:28][C:27]([CH:30]=O)=[CH:26][N:25]=5)[S:23][C:16]=34)=[C:10]([F:32])[CH:9]=2)=[O:6])[CH2:3][CH2:2]1.[C:33]([N:40]1[CH2:45][CH2:44][NH:43][CH2:42][CH2:41]1)([O:35][C:36]([CH3:39])([CH3:38])[CH3:37])=[O:34].C(O)(=O)C.[BH-](OC(C)=O)(OC(C)=O)OC(C)=O.[Na+].C(=O)(O)[O-].[Na+]. The yield is 0.790. (4) The reactants are [O:1]=[C:2]1[CH2:8][CH2:7][CH2:6][N:5]([C:9]([O:11][C:12]([CH3:15])([CH3:14])[CH3:13])=[O:10])[CH2:4][CH2:3]1.[Br:16]Br.CCN(CC)CC.CC(OC(OC(OC(C)(C)C)=O)=O)(C)C. The catalyst is C(Cl)(Cl)Cl. The product is [Br:16][CH:8]1[C:2](=[O:1])[CH2:3][CH2:4][N:5]([C:9]([O:11][C:12]([CH3:15])([CH3:14])[CH3:13])=[O:10])[CH2:6][CH2:7]1. The yield is 0.270. (5) The reactants are C[C:2]1[C@H:8]2[C:9]([CH3:11])([CH3:10])[C@H:6]([CH2:7]2)[C:4](=[O:5])[CH:3]=1.O=[N+]([O-])[O-].[O-][N+](=O)[O-].[O-][N+](=O)[O-].[O-][N+](=O)[O-].[O-:28][N+](=O)[O-].[O-][N+](=O)[O-].[Ce+4].[NH4+].[NH4+].[OH2:39]. The catalyst is C(Cl)(Cl)(Cl)Cl.CCOC(C)=O. The product is [C:2]([C@@H:8]1[CH2:7][C@H:6]([C:4]([OH:28])=[O:5])[C:9]1([CH3:11])[CH3:10])(=[O:39])[CH3:3]. The yield is 0.760. (6) The reactants are [C:1]([C:3]1[C:4]([NH2:10])=[N:5][C:6]([NH2:9])=[CH:7][CH:8]=1)#[CH:2].[F:11][C:12]1[CH:17]=[C:16]([CH2:18][O:19][C:20]2[CH:25]=[CH:24][CH:23]=[CH:22][N:21]=2)[CH:15]=[CH:14][C:13]=1[CH2:26][C:27](Cl)=[N:28][OH:29].C(N(CC)CC)C. The catalyst is O1CCCC1. The product is [F:11][C:12]1[CH:17]=[C:16]([CH2:18][O:19][C:20]2[CH:25]=[CH:24][CH:23]=[CH:22][N:21]=2)[CH:15]=[CH:14][C:13]=1[CH2:26][C:27]1[CH:2]=[C:1]([C:3]2[C:4]([NH2:10])=[N:5][C:6]([NH2:9])=[CH:7][CH:8]=2)[O:29][N:28]=1. The yield is 0.370. (7) The reactants are O[C@H:2]1[C:6]2[N:7]=[CH:8][N:9]=[C:10]([N:11]3[CH2:16][CH2:15][N:14]([C:17]([O:19][C:20]([CH3:23])([CH3:22])[CH3:21])=[O:18])[CH2:13][CH2:12]3)[C:5]=2[C@H:4]([CH3:24])[CH2:3]1.CCN(S(F)(F)[F:31])CC. The catalyst is C(Cl)Cl. The product is [F:31][C@@H:2]1[C:6]2[N:7]=[CH:8][N:9]=[C:10]([N:11]3[CH2:16][CH2:15][N:14]([C:17]([O:19][C:20]([CH3:23])([CH3:22])[CH3:21])=[O:18])[CH2:13][CH2:12]3)[C:5]=2[C@H:4]([CH3:24])[CH2:3]1. The yield is 0.610. (8) The reactants are [NH2:1][C:2]1[CH:29]=[CH:28][C:5]([O:6][C:7]2[CH:12]=[CH:11][N:10]=[C:9]([NH:13][C:14]([N:16]3[CH2:21][CH2:20][CH:19]([CH2:22][N:23]4[CH2:27][CH2:26][CH2:25][CH2:24]4)[CH2:18][CH2:17]3)=[O:15])[CH:8]=2)=[CH:4][CH:3]=1.[F:30][C:31]1[CH:36]=[CH:35][C:34]([NH:37][C:38]([C:40]2([C:43](O)=[O:44])[CH2:42][CH2:41]2)=[O:39])=[CH:33][CH:32]=1.C(N(CC)CC)C.F[P-](F)(F)(F)(F)F.N1(O[P+](N(C)C)(N(C)C)N(C)C)C2C=CC=CC=2N=N1. The catalyst is CN(C)C=O. The product is [F:30][C:31]1[CH:32]=[CH:33][C:34]([NH:37][C:38]([C:40]2([C:43]([NH:1][C:2]3[CH:29]=[CH:28][C:5]([O:6][C:7]4[CH:12]=[CH:11][N:10]=[C:9]([NH:13][C:14]([N:16]5[CH2:17][CH2:18][CH:19]([CH2:22][N:23]6[CH2:27][CH2:26][CH2:25][CH2:24]6)[CH2:20][CH2:21]5)=[O:15])[CH:8]=4)=[CH:4][CH:3]=3)=[O:44])[CH2:42][CH2:41]2)=[O:39])=[CH:35][CH:36]=1. The yield is 0.638.